This data is from Reaction yield outcomes from USPTO patents with 853,638 reactions. The task is: Predict the reaction yield, written as a fraction of the theoretical maximum amount of product (1.0 means a 100% yield; for example, 0.34 means a 34% yield). (1) The reactants are [CH3:1][O:2][C:3]1[CH:8]=[CH:7][C:6]([NH2:9])=[CH:5][CH:4]=1.FC(F)(F)S(O)(=O)=O.[C:18]([N:23]1[CH2:27][CH2:26][O:25][C:24]1=[O:28])(=[O:22])/[CH:19]=[CH:20]/[CH3:21].[Cl-].[NH4+]. The catalyst is C1(C)C=CC=CC=1. The product is [CH3:1][O:2][C:3]1[CH:8]=[CH:7][C:6]([NH:9][CH:20]([CH3:21])[CH2:19][C:18]([N:23]2[CH2:27][CH2:26][O:25][C:24]2=[O:28])=[O:22])=[CH:5][CH:4]=1. The yield is 0.960. (2) The reactants are F[C:2]1[C:7]([C:8]#[N:9])=[CH:6][C:5]2[C:10]3([CH2:26][O:27][C:4]=2[CH:3]=1)[C:18]1[C:13](=[CH:14][CH:15]=[CH:16][CH:17]=1)[N:12]([CH2:19][C@H:20]1[CH2:24][CH2:23][CH2:22][O:21]1)[C:11]3=[O:25].CC(=[N:31][OH:32])C.C(=O)([O-])[O-].[Cs+].[Cs+].O. The catalyst is CN(C)C=O. The product is [NH2:9][C:8]1[C:7]2[CH:6]=[C:5]3[C:10]4([C:18]5[C:13](=[CH:14][CH:15]=[CH:16][CH:17]=5)[N:12]([CH2:19][C@H:20]5[CH2:24][CH2:23][CH2:22][O:21]5)[C:11]4=[O:25])[CH2:26][O:27][C:4]3=[CH:3][C:2]=2[O:32][N:31]=1. The yield is 0.600. (3) The reactants are [Cl:1][C:2]1[N:10]([CH2:11][CH:12]=[CH2:13])[C:9]2[C:8](=[O:14])[N:7]([CH3:15])[C:6](=[O:16])[N:5](COCCOC)[C:4]=2[N:3]=1.Cl. The catalyst is O1CCOCC1.O. The product is [Cl:1][C:2]1[N:10]([CH2:11][CH:12]=[CH2:13])[C:9]2[C:8](=[O:14])[N:7]([CH3:15])[C:6](=[O:16])[NH:5][C:4]=2[N:3]=1. The yield is 0.680. (4) The reactants are [Br:1][C:2]1[CH:7]=[CH:6][C:5]([N:8]2[CH2:12][CH2:11][C:10]3([CH2:17][CH2:16][CH:15]([O:18][Si](C(C)(C)C)(C4C=CC=CC=4)C4C=CC=CC=4)[CH2:14][CH2:13]3)[C:9]2=[O:36])=[C:4]([CH3:37])[CH:3]=1.[F-].C([N+](CCCC)(CCCC)CCCC)CCC. The catalyst is O1CCCC1.C(OCC)(=O)C. The product is [Br:1][C:2]1[CH:7]=[CH:6][C:5]([N:8]2[CH2:12][CH2:11][C:10]3([CH2:17][CH2:16][CH:15]([OH:18])[CH2:14][CH2:13]3)[C:9]2=[O:36])=[C:4]([CH3:37])[CH:3]=1. The yield is 0.900. (5) The reactants are Cl[C:2]1[N:7]=[C:6]([NH:8][C:9]2[CH:14]=[CH:13][C:12]([N:15]([CH3:17])[CH3:16])=[CH:11][C:10]=2[O:18][CH3:19])[C:5]([Cl:20])=[CH:4][N:3]=1.[CH3:21][O:22][C:23]1[C:24]([NH2:42])=[CH:25][C:26]2[CH2:32][CH2:31][N:30]([CH2:33][CH2:34][N:35]3[CH2:40][CH2:39][O:38][CH2:37][CH2:36]3)[CH2:29][CH2:28][C:27]=2[CH:41]=1. No catalyst specified. The product is [Cl:20][C:5]1[C:6]([NH:8][C:9]2[CH:14]=[CH:13][C:12]([N:15]([CH3:17])[CH3:16])=[CH:11][C:10]=2[O:18][CH3:19])=[N:7][C:2]([NH:42][C:24]2[C:23]([O:22][CH3:21])=[CH:41][C:27]3[CH2:28][CH2:29][N:30]([CH2:33][CH2:34][N:35]4[CH2:40][CH2:39][O:38][CH2:37][CH2:36]4)[CH2:31][CH2:32][C:26]=3[CH:25]=2)=[N:3][CH:4]=1. The yield is 0.220. (6) The reactants are [Br:1][C:2]1[CH:3]=[N:4][C:5](Cl)=[N:6][CH:7]=1.[NH2:9][C:10]1[CH:15]=[CH:14][C:13]([SH:16])=[CH:12][CH:11]=1.C([O-])([O-])=O.[K+].[K+].O. The catalyst is CS(C)=O. The product is [Br:1][C:2]1[CH:3]=[N:4][C:5]([S:16][C:13]2[CH:14]=[CH:15][C:10]([NH2:9])=[CH:11][CH:12]=2)=[N:6][CH:7]=1. The yield is 0.740.